This data is from Forward reaction prediction with 1.9M reactions from USPTO patents (1976-2016). The task is: Predict the product of the given reaction. (1) Given the reactants [NH2:1][C:2]1[CH:3]=[N:4][C:5]2[C:10]([CH:11]=1)=[CH:9][CH:8]=[CH:7][CH:6]=2.[CH:12]([O:19][CH2:20][CH3:21])([O:16]CC)OCC.[N+:22]([CH2:25][C:26](OCC)=O)([O-])=O.[C:31](O)(=O)C, predict the reaction product. The product is: [CH2:20]([O:19][C:12]([C:2]1[N:1]=[CH:31][N:4]([C:5]2[N:22]=[CH:25][C:26]3[C:7]([CH:6]=2)=[CH:8][CH:9]=[CH:10][CH:11]=3)[CH:3]=1)=[O:16])[CH3:21]. (2) Given the reactants C[O:2][C:3]1[CH:4]=[C:5]([CH:19]=[CH:20][CH:21]=1)[O:6][CH:7]([C:13]1[CH:18]=[CH:17][CH:16]=[CH:15][CH:14]=1)[CH2:8][CH2:9][N:10]([CH3:12])[CH3:11].B(Br)(Br)Br, predict the reaction product. The product is: [CH3:12][N:10]([CH3:11])[CH2:9][CH2:8][CH:7]([C:13]1[CH:18]=[CH:17][CH:16]=[CH:15][CH:14]=1)[O:6][C:5]1[CH:4]=[C:3]([OH:2])[CH:21]=[CH:20][CH:19]=1. (3) Given the reactants [CH2:1]([O:3][C:4](=[O:19])[C:5](=O)[CH2:6][C:7]1[CH:12]=[CH:11][C:10]([C:13]#[N:14])=[CH:9][C:8]=1[N+:15]([O-])=O)[CH3:2], predict the reaction product. The product is: [CH2:1]([O:3][C:4]([C:5]1[NH:15][C:8]2[C:7]([CH:6]=1)=[CH:12][CH:11]=[C:10]([C:13]#[N:14])[CH:9]=2)=[O:19])[CH3:2]. (4) Given the reactants [NH2:1][C:2]1[N:7]=[C:6]([C:8]2[CH:13]=[C:12]([Cl:14])[CH:11]=[CH:10][C:9]=2[OH:15])[CH:5]=[C:4]([Cl:16])[N:3]=1.Br[CH2:18][CH:19]1[CH2:24][CH2:23][CH2:22][CH2:21][CH2:20]1, predict the reaction product. The product is: [Cl:16][C:4]1[CH:5]=[C:6]([C:8]2[CH:13]=[C:12]([Cl:14])[CH:11]=[CH:10][C:9]=2[O:15][CH2:18][CH:19]2[CH2:24][CH2:23][CH2:22][CH2:21][CH2:20]2)[N:7]=[C:2]([NH2:1])[N:3]=1. (5) Given the reactants [C:1]1([CH2:7][C:8](Cl)=[O:9])[CH:6]=[CH:5][CH:4]=[CH:3][CH:2]=1.[Cl-].[Cl-].[Cl-].[Al+3].[C:15]1([O:21][CH3:22])[CH:20]=[CH:19][CH:18]=[CH:17][CH:16]=1, predict the reaction product. The product is: [CH3:22][O:21][C:15]1[CH:20]=[CH:19][C:18]([C:8](=[O:9])[CH2:7][C:1]2[CH:6]=[CH:5][CH:4]=[CH:3][CH:2]=2)=[CH:17][CH:16]=1. (6) Given the reactants [CH3:1][O:2][C:3]1[CH:4]=[C:5]([C:11]2[CH:20]=[C:19]3[C:14]([CH:15]=[CH:16][CH:17]=[N:18]3)=[C:13](OS(C(F)(F)F)(=O)=O)[N:12]=2)[CH:6]=[CH:7][C:8]=1[O:9][CH3:10].[NH2:29][CH2:30][C:31]1[O:35][C:34](=[O:36])[NH:33][N:32]=1.C(NC(C)C)(C)C, predict the reaction product. The product is: [CH3:1][O:2][C:3]1[CH:4]=[C:5]([C:11]2[CH:20]=[C:19]3[C:14]([CH:15]=[CH:16][CH:17]=[N:18]3)=[C:13]([NH:29][CH2:30][C:31]3[O:35][C:34](=[O:36])[NH:33][N:32]=3)[N:12]=2)[CH:6]=[CH:7][C:8]=1[O:9][CH3:10]. (7) Given the reactants [NH2:1][CH2:2][CH2:3][CH2:4][C@@H:5]([CH2:9][C:10]1[N:11]=[CH:12][N:13]2[C:22]3[C:17](=[CH:18][CH:19]=[CH:20][CH:21]=3)[CH2:16][CH2:15][C:14]=12)[C:6]([OH:8])=[O:7].[CH:23]1([C:29]([O:31][CH:32]([O:34][C:35](OC2C=CC([N+]([O-])=O)=CC=2)=[O:36])[CH3:33])=[O:30])[CH2:28][CH2:27][CH2:26][CH2:25][CH2:24]1, predict the reaction product. The product is: [CH:23]1([C:29]([O:31][CH:32]([O:34][C:35]([NH:1][CH2:2][CH2:3][CH2:4][C@@H:5]([CH2:9][C:10]2[N:11]=[CH:12][N:13]3[C:22]4[C:17](=[CH:18][CH:19]=[CH:20][CH:21]=4)[CH2:16][CH2:15][C:14]=23)[C:6]([OH:8])=[O:7])=[O:36])[CH3:33])=[O:30])[CH2:24][CH2:25][CH2:26][CH2:27][CH2:28]1. (8) Given the reactants [OH:1][CH2:2][C:3]1[CH:4]=[C:5]([CH:8]=[CH:9][CH:10]=1)[C:6]#[N:7].Cl[C:12]1[CH:13]=[C:14]2[N:21]([CH3:22])[C@@H:20]([CH3:23])[CH2:19][N:15]2[C:16](=[O:18])[N:17]=1, predict the reaction product. The product is: [CH3:22][N:21]1[C:14]2[N:15]([C:16](=[O:18])[N:17]=[C:12]([O:1][CH2:2][C:3]3[CH:4]=[C:5]([CH:8]=[CH:9][CH:10]=3)[C:6]#[N:7])[CH:13]=2)[CH2:19][C@@H:20]1[CH3:23].